From a dataset of Forward reaction prediction with 1.9M reactions from USPTO patents (1976-2016). Predict the product of the given reaction. (1) Given the reactants [NH2:1][C@H:2]([C:7]([OH:9])=[O:8])[CH2:3][C:4]([OH:6])=[O:5].[CH:10](N)=[O:11].N, predict the reaction product. The product is: [CH:10]([NH:1][C@H:2]([C:7]([OH:9])=[O:8])[CH2:3][C:4]([OH:6])=[O:5])=[O:11]. (2) Given the reactants [Cl:1][C:2]1[CH:7]=[CH:6][C:5]([C:8]2(O)[C:16]3[C:11](=[CH:12][CH:13]=[CH:14][CH:15]=3)[C:10](=[O:17])[N:9]2[CH2:18][C:19]2[CH:24]=[CH:23][C:22]([N+:25]([O-:27])=[O:26])=[CH:21][CH:20]=2)=[CH:4][CH:3]=1.S(Cl)([Cl:31])=O, predict the reaction product. The product is: [Cl:31][C:8]1([C:5]2[CH:6]=[CH:7][C:2]([Cl:1])=[CH:3][CH:4]=2)[C:16]2[C:11](=[CH:12][CH:13]=[CH:14][CH:15]=2)[C:10](=[O:17])[N:9]1[CH2:18][C:19]1[CH:24]=[CH:23][C:22]([N+:25]([O-:27])=[O:26])=[CH:21][CH:20]=1. (3) The product is: [NH:8]1[CH2:12][CH2:11][CH2:10][CH:9]1[C:13]1[CH:18]=[CH:17][C:16]([NH:19][C:20]([C:22]2[C:23](=[O:37])[O:24][C:25]3[C:30]([CH:31]=2)=[CH:29][CH:28]=[C:27]([O:32][CH3:33])[C:26]=3[CH2:34][CH2:35][CH3:36])=[O:21])=[CH:15][CH:14]=1. Given the reactants C(OC([N:8]1[CH2:12][CH2:11][CH2:10][CH:9]1[C:13]1[CH:18]=[CH:17][C:16]([NH:19][C:20]([C:22]2[C:23](=[O:37])[O:24][C:25]3[C:30]([CH:31]=2)=[CH:29][CH:28]=[C:27]([O:32][CH3:33])[C:26]=3[CH2:34][CH2:35][CH3:36])=[O:21])=[CH:15][CH:14]=1)=O)(C)(C)C.Cl, predict the reaction product. (4) Given the reactants [CH3:1][O:2][C:3]1[CH:4]=[CH:5][C:6]2[N:10]=[N:9][NH:8][C:7]=2[CH:11]=1.Br[CH2:13][CH2:14][CH2:15][CH2:16][Cl:17], predict the reaction product. The product is: [CH3:1][O:2][C:3]1[CH:4]=[CH:5][C:6]2[N:10]=[N:9][N:8]([CH2:13][CH2:14][CH2:15][CH2:16][Cl:17])[C:7]=2[CH:11]=1.